Dataset: Experimentally validated miRNA-target interactions with 360,000+ pairs, plus equal number of negative samples. Task: Binary Classification. Given a miRNA mature sequence and a target amino acid sequence, predict their likelihood of interaction. (1) The miRNA is hsa-miR-877-3p with sequence UCCUCUUCUCCCUCCUCCCAG. The protein sequence of the target gene is MEGVELKEEWQDEDFPIPLPEDDSIEADILAITGPEDQPGSLEVNGNKVRKKLMAPDISLTLDPSDGSVLSDDLDESGEIDLDGLDTPSENSNEFEWEDDLPKPKTTEVIRKGSITEYTAAEEKEDGRRWRMFRIGEQDHRVDMKAIEPYKKVISHGGYYGDGLNAIVVFAVCFMPESSQPNYRYLMDNLFKYVIGTLELLVAENYMIVYLNGATTRRKMPSLGWLRKCYQQIDRRLRKNLKSLIIVHPSWFIRTLLAVTRPFISSKFSQKIRYVFNLAELAELVPMEYVGIPECIKQVD.... Result: 1 (interaction). (2) The miRNA is hsa-miR-6131 with sequence GGCUGGUCAGAUGGGAGUG. The protein sequence of the target gene is MSTSFPELDLENFEYDDSAEACYLGDIVAFGTIFLSVFYALVFTFGLVGNLLVVLALTNSRKPKSITDIYLLNLALSDLLFVATLPFWTHYLISHEGLHNAMCKLTTAFFFIGFFGGIFFITVISIDRYLAIVLAANSMNNRTVQHGVTISLGVWAAAILVASPQFMFTKRKDNECLGDYPEVLQEMWPVLRNSEVNILGFALPLLIMSFCYFRIIQTLFSCKNRKKARAVRLILLVVFAFFLFWTPYNIMIFLETLKFYNFFPSCDMKRDLRLALSVTETVAFSHCCLNPFIYAFAGEK.... Result: 0 (no interaction).